This data is from hERG potassium channel inhibition data for cardiac toxicity prediction from Karim et al.. The task is: Regression/Classification. Given a drug SMILES string, predict its toxicity properties. Task type varies by dataset: regression for continuous values (e.g., LD50, hERG inhibition percentage) or binary classification for toxic/non-toxic outcomes (e.g., AMES mutagenicity, cardiotoxicity, hepatotoxicity). Dataset: herg_karim. (1) The drug is CC(C)COc1cccc(/C=C2\SC(=O)NC2=O)c1N1CCC[C@@H](N)C1. The result is 0 (non-blocker). (2) The drug is CC(Oc1ccc(S(C)(=O)=O)cc1C(=O)N1CCN(c2ccc(C#N)cc2)CC1)C(F)(F)F. The result is 1 (blocker). (3) The drug is N#Cc1ccc(-c2ccc(C[C@@H](C#N)NC(=O)[C@@H]3CCCCN3)cc2)cc1. The result is 1 (blocker).